From a dataset of Full USPTO retrosynthesis dataset with 1.9M reactions from patents (1976-2016). Predict the reactants needed to synthesize the given product. (1) Given the product [Cl:1][C:2]1[CH:7]=[CH:6][C:5]([CH:8]([C:9]2[O:10][CH:13]=[N:12][N:11]=2)[NH:15][C:16]([N:18]2[CH2:27][CH2:26][C:25]3[CH:24]=[N:23][C:22]([NH:28][CH:29]4[CH2:34][CH2:33][O:32][CH2:31][CH2:30]4)=[N:21][C:20]=3[CH2:19]2)=[O:17])=[CH:4][C:3]=1[F:35], predict the reactants needed to synthesize it. The reactants are: [Cl:1][C:2]1[CH:7]=[CH:6][C:5]([CH:8]([NH:15][C:16]([N:18]2[CH2:27][CH2:26][C:25]3[CH:24]=[N:23][C:22]([NH:28][CH:29]4[CH2:34][CH2:33][O:32][CH2:31][CH2:30]4)=[N:21][C:20]=3[CH2:19]2)=[O:17])[C:9]([NH:11][NH:12][CH:13]=O)=[O:10])=[CH:4][C:3]=1[F:35].CCN(C(C)C)C(C)C.C1C=CC(P(C2C=CC=CC=2)C2C=CC=CC=2)=CC=1.ClC(Cl)(Cl)C(Cl)(Cl)Cl. (2) Given the product [F:1][C:2]([F:18])([F:17])[C:3]1[O:7][N:6]=[C:5]([NH2:8])[CH:4]=1, predict the reactants needed to synthesize it. The reactants are: [F:1][C:2]([F:18])([F:17])[C:3]1[O:7][N:6]=[C:5]([NH:8]C(=O)C2C=CC=CC=2)[CH:4]=1.Cl.